This data is from Catalyst prediction with 721,799 reactions and 888 catalyst types from USPTO. The task is: Predict which catalyst facilitates the given reaction. (1) Product: [CH3:1][O:2][C:3](=[O:15])[C:4]1[CH:9]=[CH:8][C:7]([C:10]2[O:11][CH:27]=[N:26][CH:25]=2)=[C:6]([N+:12]([O-:14])=[O:13])[CH:5]=1. The catalyst class is: 5. Reactant: [CH3:1][O:2][C:3](=[O:15])[C:4]1[CH:9]=[CH:8][C:7]([CH:10]=[O:11])=[C:6]([N+:12]([O-:14])=[O:13])[CH:5]=1.C1(C)C=CC(S([CH2:25][N+:26]#[C-:27])(=O)=O)=CC=1.C(=O)([O-])[O-].[K+].[K+]. (2) Product: [CH2:34]([O:33][C:31](=[O:32])[CH2:30][CH:15]1[CH2:14][C:13]2[C:17](=[CH:18][CH:19]=[C:11]([C:5]3[CH:6]=[CH:7][C:8]([O:9][CH3:10])=[C:3]([CH2:1][CH3:2])[CH:4]=3)[CH:12]=2)[C:16]1=[O:20])[CH3:35]. The catalyst class is: 1. Reactant: [CH2:1]([C:3]1[CH:4]=[C:5]([C:11]2[CH:12]=[C:13]3[C:17](=[CH:18][CH:19]=2)[C:16](=[O:20])[CH2:15][CH2:14]3)[CH:6]=[CH:7][C:8]=1[O:9][CH3:10])[CH3:2].[Li+].CC([N-]C(C)C)C.Br[CH2:30][C:31]([O:33][CH2:34][CH3:35])=[O:32]. (3) Reactant: [F:1][C:2]1[CH:7]=[CH:6][C:5]([NH:8][S:9]([C:12]2[CH:17]=[CH:16][CH:15]=[C:14]([C:18]#[C:19][CH:20]([NH:22][OH:23])[CH3:21])[CH:13]=2)(=[O:11])=[O:10])=[CH:4][CH:3]=1.[C:24](Cl)(=[O:26])[CH3:25].Cl. Product: [F:1][C:2]1[CH:7]=[CH:6][C:5]([NH:8][S:9]([C:12]2[CH:13]=[C:14]([C:18]#[C:19][CH:20]([N:22]([OH:23])[C:24](=[O:26])[CH3:25])[CH3:21])[CH:15]=[CH:16][CH:17]=2)(=[O:10])=[O:11])=[CH:4][CH:3]=1. The catalyst class is: 17.